This data is from NCI-60 drug combinations with 297,098 pairs across 59 cell lines. The task is: Regression. Given two drug SMILES strings and cell line genomic features, predict the synergy score measuring deviation from expected non-interaction effect. (1) Drug 1: COC1=CC(=CC(=C1O)OC)C2C3C(COC3=O)C(C4=CC5=C(C=C24)OCO5)OC6C(C(C7C(O6)COC(O7)C8=CC=CS8)O)O. Drug 2: CC12CCC3C(C1CCC2O)C(CC4=C3C=CC(=C4)O)CCCCCCCCCS(=O)CCCC(C(F)(F)F)(F)F. Cell line: UACC62. Synergy scores: CSS=24.2, Synergy_ZIP=-10.7, Synergy_Bliss=-6.73, Synergy_Loewe=-10.9, Synergy_HSA=-4.81. (2) Cell line: KM12. Drug 1: CCC1=CC2CC(C3=C(CN(C2)C1)C4=CC=CC=C4N3)(C5=C(C=C6C(=C5)C78CCN9C7C(C=CC9)(C(C(C8N6C)(C(=O)OC)O)OC(=O)C)CC)OC)C(=O)OC.C(C(C(=O)O)O)(C(=O)O)O. Drug 2: CCC1=C2CN3C(=CC4=C(C3=O)COC(=O)C4(CC)O)C2=NC5=C1C=C(C=C5)O. Synergy scores: CSS=37.8, Synergy_ZIP=-10.6, Synergy_Bliss=-13.5, Synergy_Loewe=-8.88, Synergy_HSA=-7.92. (3) Drug 1: CC12CCC3C(C1CCC2O)C(CC4=C3C=CC(=C4)O)CCCCCCCCCS(=O)CCCC(C(F)(F)F)(F)F. Drug 2: C1=NC2=C(N1)C(=S)N=CN2. Cell line: SF-268. Synergy scores: CSS=44.3, Synergy_ZIP=-1.26, Synergy_Bliss=-1.41, Synergy_Loewe=-26.3, Synergy_HSA=-0.697. (4) Drug 1: CN(CC1=CN=C2C(=N1)C(=NC(=N2)N)N)C3=CC=C(C=C3)C(=O)NC(CCC(=O)O)C(=O)O. Drug 2: CC1=C(C(=CC=C1)Cl)NC(=O)C2=CN=C(S2)NC3=CC(=NC(=N3)C)N4CCN(CC4)CCO. Cell line: NCI-H460. Synergy scores: CSS=24.5, Synergy_ZIP=-2.76, Synergy_Bliss=-6.71, Synergy_Loewe=-11.2, Synergy_HSA=-5.44. (5) Drug 1: C1=NC(=NC(=O)N1C2C(C(C(O2)CO)O)O)N. Drug 2: CCN(CC)CCCC(C)NC1=C2C=C(C=CC2=NC3=C1C=CC(=C3)Cl)OC. Cell line: U251. Synergy scores: CSS=52.9, Synergy_ZIP=-4.95, Synergy_Bliss=0.0775, Synergy_Loewe=-3.39, Synergy_HSA=1.84.